Dataset: Reaction yield outcomes from USPTO patents with 853,638 reactions. Task: Predict the reaction yield, written as a fraction of the theoretical maximum amount of product (1.0 means a 100% yield; for example, 0.34 means a 34% yield). (1) The reactants are [NH2:1][C:2]1[CH:30]=[CH:29][C:5]2[NH:6][C:7]([C:12]3[C:13](=[O:28])[N:14]([CH2:23][CH2:24][CH:25]([CH3:27])[CH3:26])[C:15]4[C:20]([C:21]=3[OH:22])=[CH:19][CH:18]=[CH:17][N:16]=4)=[N:8][S:9](=[O:11])(=[O:10])[C:4]=2[CH:3]=1.[Cl:31][C:32]1[S:33][C:34]([S:38](Cl)(=[O:40])=[O:39])=[CH:35][C:36]=1[Cl:37]. The catalyst is N1C=CC=CC=1.C(OCC)(=O)C. The yield is 0.500. The product is [Cl:37][C:36]1[CH:35]=[C:34]([S:38]([NH:1][C:2]2[CH:30]=[CH:29][C:5]3[NH:6][C:7]([C:12]4[C:13](=[O:28])[N:14]([CH2:23][CH2:24][CH:25]([CH3:27])[CH3:26])[C:15]5[C:20]([C:21]=4[OH:22])=[CH:19][CH:18]=[CH:17][N:16]=5)=[N:8][S:9](=[O:11])(=[O:10])[C:4]=3[CH:3]=2)(=[O:40])=[O:39])[S:33][C:32]=1[Cl:31]. (2) The reactants are [C:1]([O:5][CH2:6][C:7]1[CH:12]=[CH:11][CH:10]=[CH:9][CH:8]=1)(=[O:4])[CH:2]=[CH2:3].Br[C:14]1[CH:23]=[CH:22][C:21]2[NH:20][C:19](=[O:24])[N:18]3[C:25](=[O:35])[N:26]([C:28]4[CH:33]=[CH:32][C:31]([CH3:34])=[CH:30][CH:29]=4)[N:27]=[C:17]3[C:16]=2[CH:15]=1.C1(P(C2C=CC=CC=2)C2C=CC=CC=2)C=CC=CC=1. The catalyst is CN(C=O)C.CCN(CC)CC.CC([O-])=O.CC([O-])=O.[Pd+2]. The product is [CH3:34][C:31]1[CH:32]=[CH:33][C:28]([N:26]2[C:25](=[O:35])[N:18]3[C:19](=[O:24])[NH:20][C:21]4[CH:22]=[CH:23][C:14](/[CH:3]=[CH:2]/[C:1]([O:5][CH2:6][C:7]5[CH:12]=[CH:11][CH:10]=[CH:9][CH:8]=5)=[O:4])=[CH:15][C:16]=4[C:17]3=[N:27]2)=[CH:29][CH:30]=1. The yield is 0.470. (3) The reactants are [Cl:1][CH2:2]C(CCl)=O.[CH2:7]([O:14][C:15]([NH:17][C@H:18]([C:26]([OH:28])=O)[CH2:19][C:20]1[CH:25]=[CH:24][CH:23]=[CH:22][CH:21]=1)=[O:16])[C:8]1[CH:13]=[CH:12][CH:11]=[CH:10][CH:9]=1.[BH4-].[Na+]. The product is [CH2:7]([O:14][C:15]([NH:17][C@@H:18]([CH2:19][C:20]1[CH:21]=[CH:22][CH:23]=[CH:24][CH:25]=1)[C@H:26]([OH:28])[CH2:2][Cl:1])=[O:16])[C:8]1[CH:9]=[CH:10][CH:11]=[CH:12][CH:13]=1. The catalyst is CO.O1CCCC1. The yield is 0.430. (4) The reactants are [N:1]1[C:10]2[C:5](=[CH:6][N:7]=[CH:8][CH:9]=2)[CH:4]=[CH:3][C:2]=1[NH:11][C:12]([C:14]1[C:18]2[N:19]=[C:20]([NH:23][C@@H:24]3[CH2:29][CH2:28][CH2:27][CH2:26][C@@H:25]3[NH:30]C(=O)OC(C)(C)C)[N:21]=[CH:22][C:17]=2[S:16][CH:15]=1)=[O:13]. The catalyst is C(O)(C(F)(F)F)=O.ClCCl. The product is [N:1]1[C:10]2[C:5](=[CH:6][N:7]=[CH:8][CH:9]=2)[CH:4]=[CH:3][C:2]=1[NH:11][C:12]([C:14]1[C:18]2[N:19]=[C:20]([NH:23][C@@H:24]3[CH2:29][CH2:28][CH2:27][CH2:26][C@@H:25]3[NH2:30])[N:21]=[CH:22][C:17]=2[S:16][CH:15]=1)=[O:13]. The yield is 0.314. (5) The reactants are [Cl-].O[NH3+:3].[C:4](=[O:7])([O-])[OH:5].[Na+].CS(C)=O.[CH3:13][C:14]1[N:47]=[C:17]2[N:18]([CH:41]3[CH2:45][CH:44]([CH3:46])[O:43][CH2:42]3)[C:19](=[O:40])[C:20]([CH2:25][C:26]3[CH:31]=[CH:30][C:29]([C:32]4[C:33]([C:38]#[N:39])=[CH:34][CH:35]=[CH:36][CH:37]=4)=[CH:28][CH:27]=3)=[C:21]([CH2:22][CH2:23][CH3:24])[N:16]2[N:15]=1. The catalyst is C(OCC)(=O)C. The product is [CH3:13][C:14]1[N:47]=[C:17]2[N:18]([CH:41]3[CH2:45][CH:44]([CH3:46])[O:43][CH2:42]3)[C:19](=[O:40])[C:20]([CH2:25][C:26]3[CH:27]=[CH:28][C:29]([C:32]4[CH:37]=[CH:36][CH:35]=[CH:34][C:33]=4[C:38]4[NH:3][C:4](=[O:7])[O:5][N:39]=4)=[CH:30][CH:31]=3)=[C:21]([CH2:22][CH2:23][CH3:24])[N:16]2[N:15]=1. The yield is 0.670. (6) The reactants are Br[C:2]1[CH:3]=[CH:4][C:5]2[O:9][C:8]([CH:10]=[CH2:11])=[N:7][C:6]=2[CH:12]=1.[C:13]([C:15]1[CH:20]=[CH:19][C:18](B(O)O)=[CH:17][CH:16]=1)#[N:14].C(P(C(C)(C)C)C(C)(C)C)(C)(C)C.O1CCCC1. The catalyst is CCCCCC. The product is [CH:10]([C:8]1[O:9][C:5]2[CH:4]=[CH:3][C:2]([C:18]3[CH:19]=[CH:20][C:15]([C:13]#[N:14])=[CH:16][CH:17]=3)=[CH:12][C:6]=2[N:7]=1)=[CH2:11]. The yield is 0.780. (7) The reactants are Cl[C:2]1[C:3]([NH2:9])=[N:4][CH:5]=[N:6][C:7]=1Cl.[O:10]([C:17]1[CH:22]=[CH:21][C:20](B(O)O)=[CH:19][CH:18]=1)[C:11]1[CH:16]=[CH:15][CH:14]=[CH:13][CH:12]=1.[OH:26][CH:27]1[CH2:40][C:29]2([CH2:32][N:31]([C:33]([O:35]C(C)(C)C)=O)[CH2:30]2)[CH2:28]1.[F:41][CH:42]1[CH2:45][N:44]([CH2:46]/[CH:47]=[CH:48]/C(O)=O)[CH2:43]1. No catalyst specified. The product is [NH2:9][C:3]1[N:4]=[CH:5][N:6]=[C:7]([O:26][CH:27]2[CH2:28][C:29]3([CH2:30][N:31]([C:33](=[O:35])/[CH:48]=[CH:47]/[CH2:46][N:44]4[CH2:45][CH:42]([F:41])[CH2:43]4)[CH2:32]3)[CH2:40]2)[C:2]=1[C:14]1[CH:15]=[CH:16][C:11]([O:10][C:17]2[CH:22]=[CH:21][CH:20]=[CH:19][CH:18]=2)=[CH:12][CH:13]=1. The yield is 0.0170.